Dataset: NCI-60 drug combinations with 297,098 pairs across 59 cell lines. Task: Regression. Given two drug SMILES strings and cell line genomic features, predict the synergy score measuring deviation from expected non-interaction effect. Drug 1: CNC(=O)C1=CC=CC=C1SC2=CC3=C(C=C2)C(=NN3)C=CC4=CC=CC=N4. Drug 2: CC=C1C(=O)NC(C(=O)OC2CC(=O)NC(C(=O)NC(CSSCCC=C2)C(=O)N1)C(C)C)C(C)C. Cell line: HOP-92. Synergy scores: CSS=21.0, Synergy_ZIP=2.90, Synergy_Bliss=-7.73, Synergy_Loewe=-66.1, Synergy_HSA=-8.34.